This data is from Reaction yield outcomes from USPTO patents with 853,638 reactions. The task is: Predict the reaction yield, written as a fraction of the theoretical maximum amount of product (1.0 means a 100% yield; for example, 0.34 means a 34% yield). The reactants are [C:1]([O:5][C:6]([NH:8][C:9]1[CH:10]=[C:11]([C:15]([NH:17][C:18]2[N:19]=[C:20]([C:24]([O:26]C)=[O:25])[N:21]([CH3:23])[CH:22]=2)=[O:16])[N:12]([CH3:14])[CH:13]=1)=[O:7])([CH3:4])([CH3:3])[CH3:2].[Li+].[OH-]. The catalyst is CC(N(C)C)=O.O. The product is [C:1]([O:5][C:6]([NH:8][C:9]1[CH:10]=[C:11]([C:15]([NH:17][C:18]2[N:19]=[C:20]([C:24]([OH:26])=[O:25])[N:21]([CH3:23])[CH:22]=2)=[O:16])[N:12]([CH3:14])[CH:13]=1)=[O:7])([CH3:4])([CH3:2])[CH3:3]. The yield is 0.750.